From a dataset of Catalyst prediction with 721,799 reactions and 888 catalyst types from USPTO. Predict which catalyst facilitates the given reaction. (1) Reactant: BrCCCCCCOCCC#CC1C=C([N:19]2C(=O)CNC2=O)C=CC=1.I[CH2:27][CH2:28][CH2:29][CH2:30][CH2:31][CH2:32][O:33][CH2:34][CH2:35][C:36]#[C:37][C:38]1[CH:39]=[C:40]([N:44]2[C:48](=[O:49])[CH2:47][NH:46][C:45]2=[O:50])[CH:41]=[CH:42][CH:43]=1.[NH2:51][CH2:52][C@@H:53]([C:55]1[CH:66]=[CH:65][C:58]2[O:59][C:60]([CH3:64])([CH3:63])[O:61][CH2:62][C:57]=2[CH:56]=1)[OH:54]. Product: [NH3:19].[CH3:63][C:60]1([CH3:64])[O:59][C:58]2[CH:65]=[CH:66][C:55]([C@@H:53]([OH:54])[CH2:52][NH:51][CH2:27][CH2:28][CH2:29][CH2:30][CH2:31][CH2:32][O:33][CH2:34][CH2:35][C:36]#[C:37][C:38]3[CH:39]=[C:40]([N:44]4[C:48](=[O:49])[CH2:47][NH:46][C:45]4=[O:50])[CH:41]=[CH:42][CH:43]=3)=[CH:56][C:57]=2[CH2:62][O:61]1. The catalyst class is: 3. (2) Reactant: [Cl:1][C:2]1[C:10]2[N:9]=[C:8]3[N:11]([C:15]4[CH:20]=[CH:19][C:18]([Cl:21])=[CH:17][C:16]=4[Cl:22])[CH2:12][CH2:13][CH2:14][N:7]3[C:6]=2[C:5]([CH:23]([CH2:30][CH3:31])[CH:24]([OH:29])[C:25]([F:28])([F:27])[F:26])=[CH:4][CH:3]=1.CC(OI1(OC(C)=O)(OC(C)=O)OC(=O)C2C=CC=CC1=2)=O. Product: [Cl:1][C:2]1[C:10]2[N:9]=[C:8]3[N:11]([C:15]4[CH:20]=[CH:19][C:18]([Cl:21])=[CH:17][C:16]=4[Cl:22])[CH2:12][CH2:13][CH2:14][N:7]3[C:6]=2[C:5]([CH:23]([CH2:30][CH3:31])[C:24](=[O:29])[C:25]([F:26])([F:27])[F:28])=[CH:4][CH:3]=1. The catalyst class is: 10. (3) Reactant: [CH2:1]([C:4]1[CH:13]=[CH:12][CH:11]=[C:10]2[C:5]=1[CH:6]=[CH:7][C:8](=O)[NH:9]2)[CH:2]=[CH2:3].COC1C=CC(P2(SP(C3C=CC(OC)=CC=3)(=S)S2)=[S:24])=CC=1. Product: [CH2:1]([C:4]1[CH:13]=[CH:12][CH:11]=[C:10]2[C:5]=1[CH:6]=[CH:7][C:8](=[S:24])[NH:9]2)[CH:2]=[CH2:3]. The catalyst class is: 11. (4) Reactant: [CH3:1][N:2]([CH2:9][CH2:10][O:11][C:12]1[CH:25]=[CH:24][C:15]([CH2:16][CH:17]2[S:21][C:20](=[O:22])[NH:19][C:18]2=[O:23])=[CH:14][CH:13]=1)[C:3]1[CH:8]=[CH:7][CH:6]=[CH:5][N:4]=1.[C:26]([OH:33])(=[O:32])/[CH:27]=[CH:28]\[C:29]([OH:31])=[O:30]. Product: [CH3:1][N:2]([C:3]1[CH:8]=[CH:7][CH:6]=[CH:5][N:4]=1)[CH2:9][CH2:10][O:11][C:12]1[CH:25]=[CH:24][C:15]([CH2:16][CH:17]2[S:21][C:20](=[O:22])[NH:19][C:18]2=[O:23])=[CH:14][CH:13]=1.[CH:27](/[C:26]([OH:33])=[O:32])=[CH:28]/[C:29]([OH:31])=[O:30]. The catalyst class is: 8. (5) Reactant: C([SiH](CC)CC)C.[F:8][C:9]1[CH:14]=[CH:13][C:12]([C:15](=O)[CH3:16])=[C:11]([OH:18])[CH:10]=1. Product: [CH2:15]([C:12]1[CH:13]=[CH:14][C:9]([F:8])=[CH:10][C:11]=1[OH:18])[CH3:16]. The catalyst class is: 67. (6) Reactant: [F:1][C:2]([F:22])([F:21])[C:3]1[CH:8]=[CH:7][CH:6]=[CH:5][C:4]=1[C:9]1[CH:10]=[CH:11][C:12]2[N:13]([C:15](C(O)=O)=[CH:16][N:17]=2)[N:14]=1.C1(P([NH-:37])(C2C=CC=CC=2)=O)C=CC=CC=1.C(N(CC)CC)C.C(O)C1C=CC=CC=1.C(O)(=O)CC(CC(O)=O)(C(O)=O)O. Product: [F:1][C:2]([F:22])([F:21])[C:3]1[CH:8]=[CH:7][CH:6]=[CH:5][C:4]=1[C:9]1[CH:10]=[CH:11][C:12]2[N:13]([C:15]([NH2:37])=[CH:16][N:17]=2)[N:14]=1. The catalyst class is: 11.